Dataset: NCI-60 drug combinations with 297,098 pairs across 59 cell lines. Task: Regression. Given two drug SMILES strings and cell line genomic features, predict the synergy score measuring deviation from expected non-interaction effect. (1) Drug 1: CC(C1=C(C=CC(=C1Cl)F)Cl)OC2=C(N=CC(=C2)C3=CN(N=C3)C4CCNCC4)N. Cell line: SK-OV-3. Drug 2: CCC1(C2=C(COC1=O)C(=O)N3CC4=CC5=C(C=CC(=C5CN(C)C)O)N=C4C3=C2)O.Cl. Synergy scores: CSS=6.76, Synergy_ZIP=-5.57, Synergy_Bliss=-2.73, Synergy_Loewe=-10.3, Synergy_HSA=-2.83. (2) Drug 1: CCCCC(=O)OCC(=O)C1(CC(C2=C(C1)C(=C3C(=C2O)C(=O)C4=C(C3=O)C=CC=C4OC)O)OC5CC(C(C(O5)C)O)NC(=O)C(F)(F)F)O. Drug 2: CC(C)CN1C=NC2=C1C3=CC=CC=C3N=C2N. Cell line: HT29. Synergy scores: CSS=1.83, Synergy_ZIP=-13.3, Synergy_Bliss=-20.3, Synergy_Loewe=-20.8, Synergy_HSA=-20.1. (3) Drug 1: CC1=CC2C(CCC3(C2CCC3(C(=O)C)OC(=O)C)C)C4(C1=CC(=O)CC4)C. Drug 2: CCCCCOC(=O)NC1=NC(=O)N(C=C1F)C2C(C(C(O2)C)O)O. Cell line: OVCAR-4. Synergy scores: CSS=-1.49, Synergy_ZIP=-0.565, Synergy_Bliss=-3.89, Synergy_Loewe=-4.40, Synergy_HSA=-4.46. (4) Drug 1: CN(C)N=NC1=C(NC=N1)C(=O)N. Drug 2: CC1=CC=C(C=C1)C2=CC(=NN2C3=CC=C(C=C3)S(=O)(=O)N)C(F)(F)F. Cell line: NCI-H226. Synergy scores: CSS=0.221, Synergy_ZIP=-0.399, Synergy_Bliss=1.10, Synergy_Loewe=-1.03, Synergy_HSA=-1.04. (5) Drug 1: C1CCN(CC1)CCOC2=CC=C(C=C2)C(=O)C3=C(SC4=C3C=CC(=C4)O)C5=CC=C(C=C5)O. Drug 2: C1=NC2=C(N=C(N=C2N1C3C(C(C(O3)CO)O)O)F)N. Cell line: SW-620. Synergy scores: CSS=-3.98, Synergy_ZIP=4.14, Synergy_Bliss=5.60, Synergy_Loewe=-3.83, Synergy_HSA=-2.14.